This data is from Reaction yield outcomes from USPTO patents with 853,638 reactions. The task is: Predict the reaction yield, written as a fraction of the theoretical maximum amount of product (1.0 means a 100% yield; for example, 0.34 means a 34% yield). (1) The reactants are [CH:1]([CH:3]1[CH2:6][N:5]([C:7]([O:9][C:10]([CH3:13])([CH3:12])[CH3:11])=[O:8])[CH2:4]1)=[O:2].C[Si](C)(C)[C:16]([F:19])([F:18])[F:17].[F-].C([N+](CCCC)(CCCC)CCCC)CCC.Cl. The catalyst is O1CCCC1.C(OCC)C. The product is [F:17][C:16]([F:19])([F:18])[CH:1]([CH:3]1[CH2:6][N:5]([C:7]([O:9][C:10]([CH3:13])([CH3:12])[CH3:11])=[O:8])[CH2:4]1)[OH:2]. The yield is 0.790. (2) The product is [CH:1]([O:4][C:5]([N:7]1[C:16]2[C:11](=[N:12][C:13]([C:17]([F:20])([F:18])[F:19])=[CH:14][CH:15]=2)[C@H:10]([N:21]([C:22](=[O:24])[CH3:23])[CH2:33][C:32]2[CH:35]=[C:36]([C:38]([F:40])([F:41])[F:39])[CH:37]=[C:30]([C:29]([F:28])([F:42])[F:43])[CH:31]=2)[CH2:9][C@@H:8]1[CH:25]1[CH2:26][CH2:27]1)=[O:6])([CH3:3])[CH3:2]. The yield is 0.350. No catalyst specified. The reactants are [CH:1]([O:4][C:5]([N:7]1[C:16]2[C:11](=[N:12][C:13]([C:17]([F:20])([F:19])[F:18])=[CH:14][CH:15]=2)[C@H:10]([NH:21][C:22](=[O:24])[CH3:23])[CH2:9][C@@H:8]1[CH:25]1[CH2:27][CH2:26]1)=[O:6])([CH3:3])[CH3:2].[F:28][C:29]([F:43])([F:42])[C:30]1[CH:31]=[C:32]([CH:35]=[C:36]([C:38]([F:41])([F:40])[F:39])[CH:37]=1)[CH2:33]Br.C[Si](C)(C)[N-][Si](C)(C)C.[Li+]. (3) The reactants are [Br:1][C:2]1[CH:15]=[C:14]2[CH2:16][C:11]3[C:12]4=[C:13]2[C:4](=[CH:5][CH:6]=[C:7]4[CH:8]=[C:9]([Br:17])[CH:10]=3)[CH:3]=1.CC([O-])(C)C.[K+].CS(C)=O.CI. The catalyst is C(Cl)Cl.O.CN(P(N(C)C)(N(C)C)=O)C. The product is [Br:1][C:2]1[CH:15]=[C:14]2[CH2:16][C:11]3[C:12]4[C:13]2=[C:4]([CH2:5][CH2:6][C:7]=4[CH:8]=[C:9]([Br:17])[CH:10]=3)[CH:3]=1. The yield is 0.800. (4) The catalyst is O1CCCC1. The yield is 0.550. The product is [CH3:41][O:40][C:35]1[CH:36]=[C:37]([OH:39])[CH:38]=[C:31]([O:30][CH3:29])[C:32]=1[CH2:33][CH2:1][CH3:2]. The reactants are [CH2:1](Br)[CH3:2].C1(P(C2C=CC=CC=2)C2C=CC=CC=2)C=CC=CC=1.CC(C)([O-])C.[K+].[CH3:29][O:30][C:31]1[CH:38]=[C:37]([OH:39])[CH:36]=[C:35]([O:40][CH3:41])[C:32]=1[CH:33]=O. (5) The reactants are Cl[C:2]1[N:7]=[C:6]([NH:8][C:9]2[CH:18]=[CH:17][C:12]3[NH:13][C:14](=[O:16])NC=3C=2)[C:5](F)=[CH:4][N:3]=1.[CH3:20][N:21]1[CH2:26][CH2:25][N:24]([C:27]2[N:32]=[CH:31][C:30]([NH2:33])=[CH:29][CH:28]=2)[CH2:23][CH2:22]1.[C:34]([OH:40])([C:36](F)(F)F)=O.[CH3:41]C(O)C. No catalyst specified. The product is [CH3:41][C:5]1[C:6]([NH:8][C:9]2[CH:18]=[CH:17][C:12]3[NH:13][C:14](=[O:16])[O:40][C:34]=3[CH:36]=2)=[N:7][C:2]([NH:33][C:30]2[CH:31]=[N:32][C:27]([N:24]3[CH2:25][CH2:26][N:21]([CH3:20])[CH2:22][CH2:23]3)=[CH:28][CH:29]=2)=[N:3][CH:4]=1. The yield is 0.600. (6) The reactants are [NH:1]1[C:5]2=[N:6][CH:7]=[CH:8][CH:9]=[C:4]2[C:3]([CH:10]=[C:11]2[O:15][C:14]([NH:16][C:17]3[CH:22]=[CH:21][C:20]([O:23][CH2:24][CH2:25][N:26]([CH3:28])[CH3:27])=[CH:19][C:18]=3[CH3:29])=[C:13]([C:30]([O:32][CH2:33][CH3:34])=[O:31])[C:12]2=[O:35])=[CH:2]1.[CH3:36]N(C)C(=O)C. The catalyst is CC(O)C.[Zn]. The product is [CH:30]([OH:32])=[O:31].[NH:1]1[C:5]2=[N:6][CH:7]=[CH:8][CH:9]=[C:4]2[C:3]([CH:10]=[C:11]2[O:15][C:14]([NH:16][C:17]3[CH:22]=[CH:21][C:20]([O:23][CH2:24][CH2:25][N:26]([CH3:28])[CH3:27])=[CH:19][C:18]=3[CH3:29])=[C:13]([C:30]([O:32][CH:33]([CH3:36])[CH3:34])=[O:31])[C:12]2=[O:35])=[CH:2]1. The yield is 0.110.